Dataset: Blood-brain barrier permeability classification from the B3DB database. Task: Regression/Classification. Given a drug SMILES string, predict its absorption, distribution, metabolism, or excretion properties. Task type varies by dataset: regression for continuous measurements (e.g., permeability, clearance, half-life) or binary classification for categorical outcomes (e.g., BBB penetration, CYP inhibition). Dataset: b3db_classification. (1) The molecule is CO/N=C(\C(=O)N[C@@H]1C(=O)N2C(C(=O)O)=C(/C=C\c3scnc3C)CS[C@H]12)c1csc(N)n1. The result is 0 (does not penetrate BBB). (2) The drug is C=C1CC2C3CCC4=CC(=O)C=C[C@]4(C)C3[C@@H](O)C[C@]2(C)[C@@]1(O)C(=O)CO. The result is 1 (penetrates BBB).